Dataset: Merck oncology drug combination screen with 23,052 pairs across 39 cell lines. Task: Regression. Given two drug SMILES strings and cell line genomic features, predict the synergy score measuring deviation from expected non-interaction effect. (1) Drug 1: NC1(c2ccc(-c3nc4ccn5c(=O)[nH]nc5c4cc3-c3ccccc3)cc2)CCC1. Drug 2: COC1=C2CC(C)CC(OC)C(O)C(C)C=C(C)C(OC(N)=O)C(OC)C=CC=C(C)C(=O)NC(=CC1=O)C2=O. Cell line: A2780. Synergy scores: synergy=41.6. (2) Drug 1: CC1CC2C3CCC4=CC(=O)C=CC4(C)C3(F)C(O)CC2(C)C1(O)C(=O)CO. Drug 2: N#Cc1ccc(Cn2cncc2CN2CCN(c3cccc(Cl)c3)C(=O)C2)cc1. Cell line: RKO. Synergy scores: synergy=4.66. (3) Drug 1: CC1CC2C3CCC4=CC(=O)C=CC4(C)C3(F)C(O)CC2(C)C1(O)C(=O)CO. Drug 2: Cn1c(=O)n(-c2ccc(C(C)(C)C#N)cc2)c2c3cc(-c4cnc5ccccc5c4)ccc3ncc21. Cell line: ZR751. Synergy scores: synergy=28.0. (4) Drug 2: O=C(NOCC(O)CO)c1ccc(F)c(F)c1Nc1ccc(I)cc1F. Synergy scores: synergy=3.66. Cell line: SKOV3. Drug 1: CCC1=CC2CN(C1)Cc1c([nH]c3ccccc13)C(C(=O)OC)(c1cc3c(cc1OC)N(C)C1C(O)(C(=O)OC)C(OC(C)=O)C4(CC)C=CCN5CCC31C54)C2. (5) Drug 1: CCN(CC)CCNC(=O)c1c(C)[nH]c(C=C2C(=O)Nc3ccc(F)cc32)c1C. Drug 2: NC1CCCCC1N.O=C(O)C(=O)O.[Pt+2]. Cell line: T47D. Synergy scores: synergy=4.88. (6) Cell line: SKOV3. Synergy scores: synergy=13.8. Drug 1: O=C(CCCCCCC(=O)Nc1ccccc1)NO. Drug 2: O=C(O)C1(Cc2cccc(Nc3nccs3)n2)CCC(Oc2cccc(Cl)c2F)CC1. (7) Drug 1: CN1C(=O)C=CC2(C)C3CCC4(C)C(NC(=O)OCC(F)(F)F)CCC4C3CCC12. Drug 2: CCC1=CC2CN(C1)Cc1c([nH]c3ccccc13)C(C(=O)OC)(c1cc3c(cc1OC)N(C)C1C(O)(C(=O)OC)C(OC(C)=O)C4(CC)C=CCN5CCC31C54)C2. Cell line: OVCAR3. Synergy scores: synergy=-34.5.